This data is from Reaction yield outcomes from USPTO patents with 853,638 reactions. The task is: Predict the reaction yield, written as a fraction of the theoretical maximum amount of product (1.0 means a 100% yield; for example, 0.34 means a 34% yield). (1) The reactants are Br[C:2]1[C:6]2[N:7]=[CH:8][N:9]=[C:10]([S:11][CH3:12])[C:5]=2[S:4][CH:3]=1.C1(NC2CCCCC2)CCCCC1.[C:26]([Si:28]([CH3:31])([CH3:30])[CH3:29])#[CH:27]. The catalyst is C(#N)C.[Pd](Cl)Cl.C1(P(C2C=CC=CC=2)C2C=CC=CC=2)C=CC=CC=1.C1(P(C2C=CC=CC=2)C2C=CC=CC=2)C=CC=CC=1.[Cu]I. The product is [CH3:12][S:11][C:10]1[C:5]2[S:4][CH:3]=[C:2]([C:27]#[C:26][Si:28]([CH3:31])([CH3:30])[CH3:29])[C:6]=2[N:7]=[CH:8][N:9]=1. The yield is 0.650. (2) The product is [O:34]1[CH:40]=[CH:39][CH:38]([C:21]2[CH:22]=[C:23]([CH:26]=[CH:27][CH:28]=2)[C:24]#[N:25])[CH2:37][O:36][CH2:35]1. The reactants are C1(P(C2C=CC=CC=2)C2C=CC=CC=2)C=CC=CC=1.Br[C:21]1[CH:22]=[C:23]([CH:26]=[CH:27][CH:28]=1)[C:24]#[N:25].C([O-])(=O)C.[K+].[O:34]1[CH2:40][CH:39]=[CH:38][CH2:37][O:36][CH2:35]1. The catalyst is CN(C)C=O.O.C([O-])(=O)C.[Pd+2].C([O-])(=O)C.C(OCC)(=O)C. The yield is 0.620. (3) The reactants are [Br:1][C:2]1[CH:3]=[C:4]([CH:7]=[CH:8][CH:9]=1)[CH:5]=[O:6].[CH2:10](O)[CH2:11][CH2:12][OH:13].O. The catalyst is C1(C)C=CC=CC=1.CC1C=CC(S(O)(=O)=O)=CC=1. The product is [Br:1][C:2]1[CH:3]=[C:4]([CH:5]2[O:13][CH2:12][CH2:11][CH2:10][O:6]2)[CH:7]=[CH:8][CH:9]=1. The yield is 1.00. (4) The reactants are [Cl:1][C:2]1[CH:16]=[C:15]([Cl:17])[CH:14]=[CH:13][C:3]=1[CH:4]([OH:12])[C:5]1[CH:10]=[CH:9][C:8]([Cl:11])=[CH:7][CH:6]=1.C1(C)C=CC(S(O)(=O)=O)=CC=1.[CH:29]([N:42]1[CH2:45][CH:44](O)[CH2:43]1)([C:36]1[CH:41]=[CH:40][CH:39]=[CH:38][CH:37]=1)[C:30]1[CH:35]=[CH:34][CH:33]=[CH:32][CH:31]=1. The catalyst is C1(C)C=CC=CC=1. The product is [CH:29]([N:42]1[CH2:45][CH:44]([O:12][CH:4]([C:5]2[CH:10]=[CH:9][C:8]([Cl:11])=[CH:7][CH:6]=2)[C:3]2[CH:13]=[CH:14][C:15]([Cl:17])=[CH:16][C:2]=2[Cl:1])[CH2:43]1)([C:36]1[CH:37]=[CH:38][CH:39]=[CH:40][CH:41]=1)[C:30]1[CH:31]=[CH:32][CH:33]=[CH:34][CH:35]=1. The yield is 0.500. (5) The reactants are Cl[C:2]1[N:3]=[C:4]([N:13]2[CH2:18][CH2:17][O:16][CH2:15][CH2:14]2)[C:5]2[S:10][C:9]([CH2:11][NH2:12])=[CH:8][C:6]=2[N:7]=1.[CH:19]1([S:22](Cl)(=[O:24])=[O:23])[CH2:21][CH2:20]1.CC1(C)C(C)(C)OB([C:34]2[CH:42]=[CH:41][CH:40]=[C:39]3[C:35]=2[CH:36]=[N:37][NH:38]3)O1. No catalyst specified. The product is [NH:38]1[C:39]2[C:35](=[C:34]([C:2]3[N:3]=[C:4]([N:13]4[CH2:18][CH2:17][O:16][CH2:15][CH2:14]4)[C:5]4[S:10][C:9]([CH2:11][NH:12][S:22]([CH:19]5[CH2:21][CH2:20]5)(=[O:24])=[O:23])=[CH:8][C:6]=4[N:7]=3)[CH:42]=[CH:41][CH:40]=2)[CH:36]=[N:37]1. The yield is 0.400.